Task: Predict the reaction yield, written as a fraction of the theoretical maximum amount of product (1.0 means a 100% yield; for example, 0.34 means a 34% yield).. Dataset: Reaction yield outcomes from USPTO patents with 853,638 reactions (1) The reactants are [C:1]([C:5]1[CH:32]=[CH:31][C:8]([CH2:9][N:10]([C:17]2[CH:22]=[CH:21][C:20]([C:23]3[CH:28]=[CH:27][C:26]([O:29][CH3:30])=[CH:25][CH:24]=3)=[CH:19][CH:18]=2)[C:11](=[O:16])[C:12]([O:14]C)=[O:13])=[CH:7][CH:6]=1)([CH3:4])([CH3:3])[CH3:2].CO.[OH-].[Na+].Cl. The catalyst is O1CCCC1. The product is [C:1]([C:5]1[CH:32]=[CH:31][C:8]([CH2:9][N:10]([C:17]2[CH:22]=[CH:21][C:20]([C:23]3[CH:24]=[CH:25][C:26]([O:29][CH3:30])=[CH:27][CH:28]=3)=[CH:19][CH:18]=2)[C:11](=[O:16])[C:12]([OH:14])=[O:13])=[CH:7][CH:6]=1)([CH3:4])([CH3:2])[CH3:3]. The yield is 0.719. (2) The reactants are Br[C:2]1[CH:7]=[CH:6][CH:5]=[C:4]([CH2:8][F:9])[N:3]=1.[CH2:10]([O:17][C:18]1[C:19]2[N:20]([CH:24]=[C:25]([CH2:27][CH2:28][C:29]#[CH:30])[N:26]=2)[CH:21]=[CH:22][CH:23]=1)[C:11]1[CH:16]=[CH:15][CH:14]=[CH:13][CH:12]=1. No catalyst specified. The product is [CH2:10]([O:17][C:18]1[C:19]2[N:20]([CH:24]=[C:25]([CH2:27][CH2:28][C:29]#[C:30][C:2]3[CH:7]=[CH:6][CH:5]=[C:4]([CH2:8][F:9])[N:3]=3)[N:26]=2)[CH:21]=[CH:22][CH:23]=1)[C:11]1[CH:12]=[CH:13][CH:14]=[CH:15][CH:16]=1. The yield is 0.0600.